This data is from Forward reaction prediction with 1.9M reactions from USPTO patents (1976-2016). The task is: Predict the product of the given reaction. (1) Given the reactants [Cl:1][C:2]1[CH:7]=[C:6]([Cl:8])[CH:5]=[CH:4][C:3]=1[NH:9][C:10]([NH:12][OH:13])=[O:11].[C:14](N1C=CN=C1)(N1C=CN=C1)=[O:15], predict the reaction product. The product is: [Cl:1][C:2]1[CH:7]=[C:6]([Cl:8])[CH:5]=[CH:4][C:3]=1[N:9]1[C:14](=[O:15])[O:13][NH:12][C:10]1=[O:11]. (2) Given the reactants [C:1]([C:5]1[CH:10]=[CH:9][C:8]([C:11]2[CH:12]=[C:13]3[C:17](=[CH:18][CH:19]=2)[N:16]([C:20]2[CH:25]=[CH:24][C:23]([O:26][CH:27]4[CH2:31][CH2:30][CH2:29][CH2:28]4)=[CH:22][CH:21]=2)[C:15]([C:32](Cl)=[O:33])=[CH:14]3)=[CH:7][CH:6]=1)([CH3:4])([CH3:3])[CH3:2].[NH2:35][C:36]1[NH:40][N:39]=[N:38][N:37]=1, predict the reaction product. The product is: [NH:37]1[C:36]([NH:35][C:32]([C:15]2[N:16]([C:20]3[CH:21]=[CH:22][C:23]([O:26][CH:27]4[CH2:31][CH2:30][CH2:29][CH2:28]4)=[CH:24][CH:25]=3)[C:17]3[C:13]([CH:14]=2)=[CH:12][C:11]([C:8]2[CH:7]=[CH:6][C:5]([C:1]([CH3:2])([CH3:4])[CH3:3])=[CH:10][CH:9]=2)=[CH:19][CH:18]=3)=[O:33])=[N:40][N:39]=[N:38]1. (3) Given the reactants [CH3:1][C:2]1[C:10]2[CH2:9][O:8][C:7](=[O:11])[C:6]=2[CH:5]=[CH:4][C:3]=1[S:12][CH2:13][CH:14]1[CH2:19][CH2:18][N:17]([C:20]([O:22][C:23]([CH3:26])([CH3:25])[CH3:24])=[O:21])[CH2:16][CH2:15]1.ClC1C=CC=C(C(OO)=[O:35])C=1, predict the reaction product. The product is: [CH3:1][C:2]1[C:10]2[CH2:9][O:8][C:7](=[O:11])[C:6]=2[CH:5]=[CH:4][C:3]=1[S:12]([CH2:13][CH:14]1[CH2:19][CH2:18][N:17]([C:20]([O:22][C:23]([CH3:26])([CH3:25])[CH3:24])=[O:21])[CH2:16][CH2:15]1)=[O:35].